Predict the reaction yield, written as a fraction of the theoretical maximum amount of product (1.0 means a 100% yield; for example, 0.34 means a 34% yield). From a dataset of Reaction yield outcomes from USPTO patents with 853,638 reactions. The reactants are [CH:1]1([CH2:4][NH:5][C:6](=[O:30])[C:7]2[CH:12]=[C:11]([C:13]3[CH:14]=[C:15]4[C:19](=[CH:20][CH:21]=3)[N:18]([CH:22]3[CH2:27][CH2:26][CH2:25][CH2:24][O:23]3)[N:17]=[C:16]4[CH:28]=O)[CH:10]=[N:9][CH:8]=2)[CH2:3][CH2:2]1.[N:31]1[CH:36]=[C:35]([NH2:37])[C:34]([NH2:38])=[C:33]([C:39]2[CH:40]=[N:41][CH:42]=[CH:43][CH:44]=2)[CH:32]=1.[S]. The catalyst is CN(C=O)C. The product is [CH:1]1([CH2:4][NH:5][C:6](=[O:30])[C:7]2[CH:12]=[C:11]([C:13]3[CH:14]=[C:15]4[C:19](=[CH:20][CH:21]=3)[N:18]([CH:22]3[CH2:27][CH2:26][CH2:25][CH2:24][O:23]3)[N:17]=[C:16]4[C:28]3[NH:37][C:35]4[CH:36]=[N:31][CH:32]=[C:33]([C:39]5[CH:40]=[N:41][CH:42]=[CH:43][CH:44]=5)[C:34]=4[N:38]=3)[CH:10]=[N:9][CH:8]=2)[CH2:2][CH2:3]1. The yield is 0.230.